From a dataset of Full USPTO retrosynthesis dataset with 1.9M reactions from patents (1976-2016). Predict the reactants needed to synthesize the given product. (1) Given the product [Cl:24][C:25]1[CH:30]=[CH:29][C:28]([CH2:31][C:32]([NH:19][C:15]2[CH:14]=[CH:13][CH:12]=[C:11]3[C:16]=2[CH:17]=[CH:18][N:9]([C:6]([CH3:7])([CH3:8])[CH2:5][OH:4])[C:10]3=[O:20])=[O:33])=[CH:27][C:26]=1[C:35]([F:36])([F:37])[F:38], predict the reactants needed to synthesize it. The reactants are: C([O:4][CH2:5][C:6]([N:9]1[CH:18]=[CH:17][C:16]2[C:11](=[CH:12][CH:13]=[CH:14][C:15]=2[NH2:19])[C:10]1=[O:20])([CH3:8])[CH3:7])(=O)C.C(Cl)Cl.[Cl:24][C:25]1[CH:30]=[CH:29][C:28]([CH2:31][C:32](O)=[O:33])=[CH:27][C:26]=1[C:35]([F:38])([F:37])[F:36].F[P-](F)(F)(F)(F)F.C[N+](C)=C(N(C)C)ON1C2N=CC=CC=2N=N1.C(N(CC)C(C)C)(C)C.CO.C(=O)([O-])[O-].[K+].[K+]. (2) Given the product [Cl:1][C:2]1[N:7]=[CH:6][C:5]([C:8]([OH:10])([CH3:11])[CH3:9])=[CH:4][CH:3]=1, predict the reactants needed to synthesize it. The reactants are: [Cl:1][C:2]1[N:7]=[CH:6][C:5]([C:8](=[O:10])[CH3:9])=[CH:4][CH:3]=1.[CH3:11][Li].